This data is from Forward reaction prediction with 1.9M reactions from USPTO patents (1976-2016). The task is: Predict the product of the given reaction. (1) Given the reactants Cl[C:2]1[N:7]=[CH:6][C:5]([CH2:8][C:9]2[C:10]3[CH:29]=[CH:28][CH:27]=[CH:26][C:11]=3[C:12]3[CH2:13][N:14]([C@H:19]4[CH2:24][CH2:23][CH2:22][CH2:21][C@@H:20]4[OH:25])[C:15](=[O:18])[C:16]=3[CH:17]=2)=[CH:4][CH:3]=1.[NH:30]1[CH2:35][CH2:34][O:33][CH2:32][CH2:31]1.CC(C)([O-])C.[Na+].C1C=CC(P(C2C=CC3C(=CC=CC=3)C=2C2C3C(=CC=CC=3)C=CC=2P(C2C=CC=CC=2)C2C=CC=CC=2)C2C=CC=CC=2)=CC=1.C(=O)(O)[O-].[Na+], predict the reaction product. The product is: [OH:25][C@H:20]1[CH2:21][CH2:22][CH2:23][CH2:24][C@@H:19]1[N:14]1[CH2:13][C:12]2[C:11]3[CH:26]=[CH:27][CH:28]=[CH:29][C:10]=3[C:9]([CH2:8][C:5]3[CH:6]=[N:7][C:2]([N:30]4[CH2:35][CH2:34][O:33][CH2:32][CH2:31]4)=[CH:3][CH:4]=3)=[CH:17][C:16]=2[C:15]1=[O:18]. (2) Given the reactants [CH3:1][N:2]1[CH2:5][C:4]([N:7]([CH3:24])[C:8]2[CH:9]=[C:10]3[C:19](=[CH:20][CH:21]=2)[O:18][CH2:17][C:16]2[N:11]3[C@H:12]([CH3:23])[C:13](=[O:22])[NH:14][N:15]=2)([CH3:6])[CH2:3]1.[Br-:25].[Br-].[Br-].C([N+](CCCC)(CCCC)CCCC)CCC.C([N+](CCCC)(CCCC)CCCC)CCC.C([N+](CCCC)(CCCC)CCCC)CCC.[O-]S([O-])(=S)=O.[Na+].[Na+].C(=O)(O)[O-].[Na+], predict the reaction product. The product is: [Br:25][C:21]1[CH:20]=[C:19]2[C:10]([N:11]3[C:16]([CH2:17][O:18]2)=[N:15][NH:14][C:13](=[O:22])[C@H:12]3[CH3:23])=[CH:9][C:8]=1[N:7]([C:4]1([CH3:6])[CH2:5][N:2]([CH3:1])[CH2:3]1)[CH3:24]. (3) Given the reactants [F:1][C:2]1[CH:11]=[C:10]([F:12])[CH:9]=[C:8]2[C:3]=1[N:4]=[CH:5][C:6](=[O:13])[NH:7]2.FC1C=C2C(=C(F)C=1)NC(=O)C=N2.[H-].[Na+].CS(O[CH2:34][CH2:35][N:36]1[CH2:41][CH2:40][CH:39]([NH:42][C:43]([O:45][C:46]([CH3:49])([CH3:48])[CH3:47])=[O:44])[CH2:38][CH2:37]1)(=O)=O.C(OC(=O)NC1CCN(CCN2C3C(=CC=C(OC)C=3)C=CC2=O)CC1)(C)(C)C, predict the reaction product. The product is: [C:46]([O:45][C:43](=[O:44])[NH:42][CH:39]1[CH2:40][CH2:41][N:36]([CH2:35][CH2:34][N:7]2[C:8]3[C:3](=[C:2]([F:1])[CH:11]=[C:10]([F:12])[CH:9]=3)[N:4]=[CH:5][C:6]2=[O:13])[CH2:37][CH2:38]1)([CH3:49])([CH3:48])[CH3:47]. (4) Given the reactants C1C[C@H](C(O)=O)CC[C@H]1CN.[CH3:12][CH:13]([CH3:34])[CH2:14][C:15]([O:17][CH:18]([O:20][C:21]([NH:23][CH2:24][C@H:25]1[CH2:30][CH2:29][C@H:28]([C:31]([OH:33])=[O:32])[CH2:27][CH2:26]1)=[O:22])[CH3:19])=[O:16].C(=O)(O)[O-].[Na+:39].C(#N)C, predict the reaction product. The product is: [CH3:12][CH:13]([CH3:34])[CH2:14][C:15]([O:17][CH:18]([O:20][C:21]([NH:23][CH2:24][C@H:25]1[CH2:26][CH2:27][C@H:28]([C:31]([O-:33])=[O:32])[CH2:29][CH2:30]1)=[O:22])[CH3:19])=[O:16].[Na+:39].